From a dataset of Forward reaction prediction with 1.9M reactions from USPTO patents (1976-2016). Predict the product of the given reaction. Given the reactants [CH3:1][C:2]1[C:20]([CH3:21])=[CH:19][C:5]2[N:6]([CH2:9][C:10]3[CH:15]=[CH:14][C:13]([N+:16]([O-])=O)=[CH:12][CH:11]=3)[CH:7]=[N:8][C:4]=2[CH:3]=1.C(O)C, predict the reaction product. The product is: [NH2:16][C:13]1[CH:14]=[CH:15][C:10]([CH2:9][N:6]2[C:5]3[CH:19]=[C:20]([CH3:21])[C:2]([CH3:1])=[CH:3][C:4]=3[N:8]=[CH:7]2)=[CH:11][CH:12]=1.